Dataset: Forward reaction prediction with 1.9M reactions from USPTO patents (1976-2016). Task: Predict the product of the given reaction. (1) Given the reactants [NH2:1][C@@H:2]([CH3:18])[CH2:3][N:4]1[CH:8]=[CH:7][C:6]([C:9]2[CH:16]=[CH:15][C:12]([C:13]#[N:14])=[C:11]([Cl:17])[CH:10]=2)=[N:5]1.[NH2:19][C:20]1[S:21][CH:22]=[C:23]([C:25](O)=[O:26])[N:24]=1.CCN(C(C)C)C(C)C.C1C=CC2N(O)N=NC=2C=1.CCN=C=NCCCN(C)C, predict the reaction product. The product is: [NH2:19][C:20]1[S:21][CH:22]=[C:23]([C:25]([NH:1][C@@H:2]([CH3:18])[CH2:3][N:4]2[CH:8]=[CH:7][C:6]([C:9]3[CH:16]=[CH:15][C:12]([C:13]#[N:14])=[C:11]([Cl:17])[CH:10]=3)=[N:5]2)=[O:26])[N:24]=1. (2) Given the reactants Cl[C:2]1[N:9]=[C:8]([CH3:10])[CH:7]=[C:6]([C:11]([F:14])([F:13])[F:12])[C:3]=1[C:4]#[N:5].[CH3:15][O-:16].[Na+], predict the reaction product. The product is: [CH3:15][O:16][C:2]1[N:9]=[C:8]([CH3:10])[CH:7]=[C:6]([C:11]([F:14])([F:13])[F:12])[C:3]=1[C:4]#[N:5].